This data is from NCI-60 drug combinations with 297,098 pairs across 59 cell lines. The task is: Regression. Given two drug SMILES strings and cell line genomic features, predict the synergy score measuring deviation from expected non-interaction effect. (1) Drug 1: C1=CN(C(=O)N=C1N)C2C(C(C(O2)CO)O)O.Cl. Drug 2: CCC1(CC2CC(C3=C(CCN(C2)C1)C4=CC=CC=C4N3)(C5=C(C=C6C(=C5)C78CCN9C7C(C=CC9)(C(C(C8N6C)(C(=O)OC)O)OC(=O)C)CC)OC)C(=O)OC)O.OS(=O)(=O)O. Cell line: HCC-2998. Synergy scores: CSS=38.7, Synergy_ZIP=0.952, Synergy_Bliss=-0.805, Synergy_Loewe=-3.95, Synergy_HSA=-2.21. (2) Drug 1: C1=CC(=CC=C1C#N)C(C2=CC=C(C=C2)C#N)N3C=NC=N3. Drug 2: CC1=C(C=C(C=C1)C(=O)NC2=CC(=CC(=C2)C(F)(F)F)N3C=C(N=C3)C)NC4=NC=CC(=N4)C5=CN=CC=C5. Cell line: MALME-3M. Synergy scores: CSS=-3.15, Synergy_ZIP=1.33, Synergy_Bliss=-2.68, Synergy_Loewe=-4.56, Synergy_HSA=-5.35. (3) Drug 1: C1CN1C2=NC(=NC(=N2)N3CC3)N4CC4. Drug 2: CC(C)CN1C=NC2=C1C3=CC=CC=C3N=C2N. Cell line: HCT-15. Synergy scores: CSS=23.5, Synergy_ZIP=0.984, Synergy_Bliss=-0.160, Synergy_Loewe=-1.59, Synergy_HSA=-0.491.